Dataset: Forward reaction prediction with 1.9M reactions from USPTO patents (1976-2016). Task: Predict the product of the given reaction. Given the reactants [Br:1][C:2]1[CH:3]=[C:4]2[C:9](=[CH:10][CH:11]=1)[NH:8][C:7](=[S:12])[N:6]([C:13]1[CH:18]=[CH:17][C:16]([F:19])=[C:15]([F:20])[C:14]=1[F:21])[C:5]2=[O:22].[C:23]([O-])([O-])=O.[K+].[K+].CI, predict the reaction product. The product is: [Br:1][C:2]1[CH:3]=[C:4]2[C:9](=[CH:10][CH:11]=1)[N:8]=[C:7]([S:12][CH3:23])[N:6]([C:13]1[CH:18]=[CH:17][C:16]([F:19])=[C:15]([F:20])[C:14]=1[F:21])[C:5]2=[O:22].